This data is from Forward reaction prediction with 1.9M reactions from USPTO patents (1976-2016). The task is: Predict the product of the given reaction. (1) Given the reactants C(Cl)(=O)C(Cl)=O.[CH3:7][O:8][C@H:9]1[C@@H:13]2[O:14][C:15]([CH3:18])([CH3:17])[O:16][C@@H:12]2[C@@H:11]([C:19]([OH:21])=[O:20])[O:10]1.O[N:23]=[C:24]([NH2:27])[CH2:25][CH3:26].C(N(C(C)C)C(C)C)C, predict the reaction product. The product is: [CH3:7][O:8][C@H:9]1[C@@H:13]2[O:14][C:15]([CH3:18])([CH3:17])[O:16][C@@H:12]2[C@@H:11]([C:19]([O:21][N:23]=[C:24]([NH2:27])[CH2:25][CH3:26])=[O:20])[O:10]1. (2) Given the reactants CC([O-])(C)C.[K+].[Cl:7][C:8]1[C:9]([C:17]([F:20])([F:19])[F:18])=[CH:10][C:11]([OH:16])=[C:12]([CH:15]=1)[CH:13]=[O:14].[F:21][C:22]([F:37])([S:33](F)(=[O:35])=[O:34])[C:23]([F:32])([F:31])[C:24]([F:30])([F:29])[C:25]([F:28])([F:27])[F:26], predict the reaction product. The product is: [F:37][C:22]([F:21])([S:33]([O:16][C:11]1[CH:10]=[C:9]([C:17]([F:18])([F:19])[F:20])[C:8]([Cl:7])=[CH:15][C:12]=1[CH:13]=[O:14])(=[O:35])=[O:34])[C:23]([F:31])([F:32])[C:24]([F:30])([F:29])[C:25]([F:28])([F:27])[F:26]. (3) The product is: [CH:1]([C:3]1[CH:4]=[C:5]([C:14]([O-:16])=[O:15])[C:6](=[O:13])[N:7]2[C:12]=1[CH:11]=[CH:10][CH:9]=[CH:8]2)=[O:2].[Na+:20]. Given the reactants [CH:1]([C:3]1[CH:4]=[C:5]([C:14]([O:16]CC)=[O:15])[C:6](=[O:13])[N:7]2[C:12]=1[CH:11]=[CH:10][CH:9]=[CH:8]2)=[O:2].[OH-].[Na+:20], predict the reaction product.